From a dataset of TCR-epitope binding with 47,182 pairs between 192 epitopes and 23,139 TCRs. Binary Classification. Given a T-cell receptor sequence (or CDR3 region) and an epitope sequence, predict whether binding occurs between them. (1) The epitope is FRYMNSQGL. The TCR CDR3 sequence is CASSSDREGYEQYF. Result: 1 (the TCR binds to the epitope). (2) The epitope is CLGGLLTMV. The TCR CDR3 sequence is CASSPEWTGGPYNEQFF. Result: 0 (the TCR does not bind to the epitope).